Dataset: Forward reaction prediction with 1.9M reactions from USPTO patents (1976-2016). Task: Predict the product of the given reaction. Given the reactants [OH:1][CH:2]1[CH2:5][N:4]([C:6]([N:8]2[CH2:13][CH:12]([C:14]3[CH:19]=[CH:18][C:17]([O:20][C:21]([F:24])([F:23])[F:22])=[CH:16][CH:15]=3)[CH2:11][CH:10]([C:25](O)=[O:26])[CH2:9]2)=[O:7])[CH2:3]1.[CH2:28]([O:30][CH2:31][CH2:32][C:33](=[N:35]O)[NH2:34])[CH3:29], predict the reaction product. The product is: [CH2:28]([O:30][CH2:31][CH2:32][C:33]1[N:35]=[C:25]([CH:10]2[CH2:11][CH:12]([C:14]3[CH:19]=[CH:18][C:17]([O:20][C:21]([F:23])([F:22])[F:24])=[CH:16][CH:15]=3)[CH2:13][N:8]([C:6]([N:4]3[CH2:5][CH:2]([OH:1])[CH2:3]3)=[O:7])[CH2:9]2)[O:26][N:34]=1)[CH3:29].